From a dataset of Forward reaction prediction with 1.9M reactions from USPTO patents (1976-2016). Predict the product of the given reaction. (1) The product is: [CH2:23]([S:20]([N:17]1[CH2:18][CH2:19][CH:14]([C:5]2[C:4]3[C:8](=[C:9]([C:11]([NH2:13])=[O:12])[CH:10]=[C:2]([C:31]4[CH:30]=[CH:29][CH:28]=[C:27]([CH2:26][OH:25])[CH:32]=4)[CH:3]=3)[NH:7][N:6]=2)[CH2:15][CH2:16]1)(=[O:22])=[O:21])[CH3:24]. Given the reactants Br[C:2]1[CH:3]=[C:4]2[C:8](=[C:9]([C:11]([NH2:13])=[O:12])[CH:10]=1)[NH:7][N:6]=[C:5]2[CH:14]1[CH2:19][CH2:18][N:17]([S:20]([CH2:23][CH3:24])(=[O:22])=[O:21])[CH2:16][CH2:15]1.[OH:25][CH2:26][C:27]1[CH:28]=[C:29](B(O)O)[CH:30]=[CH:31][CH:32]=1.C(=O)([O-])[O-].[Cs+].[Cs+], predict the reaction product. (2) The product is: [CH3:15][CH:16]1[CH2:21][CH2:20][N:19]([C:22]([C:24]2[CH:32]=[CH:31][C:30]3[N:29]([CH2:33][CH2:34][CH3:35])[C:28]4[CH2:36][CH2:37][N:38]([CH2:43][CH2:42][C:41]([F:46])([F:45])[F:40])[CH2:39][C:27]=4[C:26]=3[CH:25]=2)=[O:23])[CH2:18][CH2:17]1. Given the reactants C(O)(C(F)(F)F)=O.OC(C(F)(F)F)=O.[CH3:15][CH:16]1[CH2:21][CH2:20][N:19]([C:22]([C:24]2[CH:32]=[CH:31][C:30]3[N:29]([CH2:33][CH2:34][CH3:35])[C:28]4[CH2:36][CH2:37][NH:38][CH2:39][C:27]=4[C:26]=3[CH:25]=2)=[O:23])[CH2:18][CH2:17]1.[F:40][C:41]([F:46])([F:45])[CH2:42][CH:43]=O, predict the reaction product. (3) Given the reactants C([O-])([O-])=O.[K+].[K+].C([Si]([C:14]#[C:15][C:16]1[CH:21]=[CH:20][CH:19]=[C:18]([C:22]([F:25])([F:24])[F:23])[C:17]=1[CH2:26][C:27]([O:29][CH3:30])=[O:28])(CC)CC)C, predict the reaction product. The product is: [C:15]([C:16]1[CH:21]=[CH:20][CH:19]=[C:18]([C:22]([F:23])([F:25])[F:24])[C:17]=1[CH2:26][C:27]([O:29][CH3:30])=[O:28])#[CH:14]. (4) Given the reactants [CH2:1]([O:4][C:5]1([CH3:38])[CH2:10][CH2:9][N:8]([C:11]2[N:16]3[CH:17]=[C:18]([C:20]4[CH:25]=[CH:24][CH:23]=[C:22](Br)[CH:21]=4)[N:19]=[C:15]3[CH:14]=[C:13]([CH3:27])[C:12]=2[C@H:28]([O:33][C:34]([CH3:37])([CH3:36])[CH3:35])[C:29]([O:31][CH3:32])=[O:30])[CH2:7][CH2:6]1)[CH:2]=[CH2:3].[F:39][C:40]1[C:45]([F:46])=[CH:44][CH:43]=[C:42]([O:47][C@H:48]([CH2:50][CH:51]=[CH2:52])[CH3:49])[C:41]=1B1OC(=O)CN(C)CC(=O)O1.C(OC1(C)CCN(C2N3C=C(C4C=C(C5C=C(F)C(F)=CC=5O[C@H](CC=C)C)C=CC=4)N=C3C(C)=C(C)C=2[C@H](OC(C)(C)C)C(OC)=O)CC1)C=C, predict the reaction product. The product is: [CH2:1]([O:4][C:5]1([CH3:38])[CH2:10][CH2:9][N:8]([C:11]2[N:16]3[CH:17]=[C:18]([C:20]4[CH:21]=[C:22]([C:41]5[C:42]([O:47][C@H:48]([CH2:50][CH:51]=[CH2:52])[CH3:49])=[CH:43][CH:44]=[C:45]([F:46])[C:40]=5[F:39])[CH:23]=[CH:24][CH:25]=4)[N:19]=[C:15]3[CH:14]=[C:13]([CH3:27])[C:12]=2[C@H:28]([O:33][C:34]([CH3:37])([CH3:36])[CH3:35])[C:29]([O:31][CH3:32])=[O:30])[CH2:7][CH2:6]1)[CH:2]=[CH2:3]. (5) The product is: [CH3:15][C:4]1[CH:5]=[C:6]([O:8][C:9]2[N:10]=[CH:11][CH:12]=[CH:13][N:14]=2)[CH:7]=[C:2]([CH3:1])[C:3]=1[C:16]1[N:17]=[C:18]([NH:21][C:30](=[O:37])[C:31]2[CH:36]=[CH:35][N:34]=[CH:33][CH:32]=2)[S:19][CH:20]=1. Given the reactants [CH3:1][C:2]1[CH:7]=[C:6]([O:8][C:9]2[N:14]=[CH:13][CH:12]=[CH:11][N:10]=2)[CH:5]=[C:4]([CH3:15])[C:3]=1[C:16]1[N:17]=[C:18]([NH2:21])[S:19][CH:20]=1.C(N(CC)CC)C.Cl.[C:30](Cl)(=[O:37])[C:31]1[CH:36]=[CH:35][N:34]=[CH:33][CH:32]=1, predict the reaction product. (6) Given the reactants [Br:1][C:2]1[CH:7]=[C:6]([F:8])[CH:5]=[CH:4][C:3]=1[CH:9]1[C:14]([C:15]([O:17][CH2:18][CH3:19])=[O:16])=[C:13]([CH2:20]Br)[NH:12][C:11]([C:22]2[S:23][C:24]([O:27][CH3:28])=[CH:25][N:26]=2)=[N:10]1.Cl.[NH:30]1[CH2:35][CH2:34][O:33][CH2:32][CH:31]1[C:36]([OH:38])=[O:37], predict the reaction product. The product is: [Br:1][C:2]1[CH:7]=[C:6]([F:8])[CH:5]=[CH:4][C:3]=1[CH:9]1[N:10]=[C:11]([C:22]2[S:23][C:24]([O:27][CH3:28])=[CH:25][N:26]=2)[NH:12][C:13]([CH2:20][N:30]2[CH2:35][CH2:34][O:33][CH2:32][CH:31]2[C:36]([OH:38])=[O:37])=[C:14]1[C:15]([O:17][CH2:18][CH3:19])=[O:16]. (7) Given the reactants [O:1]=[C:2]1[NH:8][C:7]2[CH:9]=[CH:10][CH:11]=[CH:12][C:6]=2[S:5][C@H:4]([C:13]2[CH:18]=[CH:17][CH:16]=[CH:15][CH:14]=2)[C@@H:3]1[NH:19][C:20](=[O:33])[C@H:21]([CH3:32])[NH:22]C(=O)CC1C=CC=CC=1.[F:34][C:35]1[CH:36]=[C:37]([CH2:42][C:43]([OH:45])=O)[CH:38]=[C:39]([F:41])[CH:40]=1, predict the reaction product. The product is: [F:41][C:39]1[CH:38]=[C:37]([CH2:42][C:43]([N:19]([C@@H:3]2[C:2](=[O:1])[NH:8][C:7]3[CH:9]=[CH:10][CH:11]=[CH:12][C:6]=3[S:5][C@@H:4]2[C:13]2[CH:14]=[CH:15][CH:16]=[CH:17][CH:18]=2)[C:20](=[O:33])[C@H:21]([CH2:32][C:6]2[CH:12]=[CH:11][CH:10]=[CH:9][CH:7]=2)[NH2:22])=[O:45])[CH:36]=[C:35]([F:34])[CH:40]=1. (8) The product is: [CH2:1]([N:3]([S:11]([C:14]1[CH:15]=[CH:16][C:17]([F:20])=[CH:18][CH:19]=1)(=[O:13])=[O:12])[C:4](=[CH2:9])[C:5]([OH:7])=[O:6])[CH3:2]. Given the reactants [CH2:1]([N:3]([S:11]([C:14]1[CH:19]=[CH:18][C:17]([F:20])=[CH:16][CH:15]=1)(=[O:13])=[O:12])[C@@H:4]([CH2:9]O)[C:5]([O:7]C)=[O:6])[CH3:2].[OH-].[Na+], predict the reaction product. (9) The product is: [CH3:1][O:2][C:3]([C:4]1[CH2:5][CH2:6][CH2:7][N:8]([CH3:18])[C:9]2[CH:14]=[CH:13][C:12]([Br:15])=[CH:11][C:10]=2[CH:16]=1)=[O:19]. Given the reactants [CH3:1][O:2][C:3](=[O:19])[CH2:4][CH2:5][CH2:6][CH2:7][N:8]([CH3:18])[C:9]1[CH:14]=[CH:13][C:12]([Br:15])=[CH:11][C:10]=1[CH:16]=O.C[O-].[Na+].Cl, predict the reaction product. (10) Given the reactants [Cl:1][C:2]1[C:7]([CH2:8][O:9][CH2:10][CH2:11][NH:12][C:13](=[O:19])[O:14][C:15]([CH3:18])([CH3:17])[CH3:16])=[CH:6][CH:5]=[C:4]([CH3:20])[N:3]=1.C1C=C(Cl)C=C(C(OO)=[O:29])C=1, predict the reaction product. The product is: [Cl:1][C:2]1[C:7]([CH2:8][O:9][CH2:10][CH2:11][NH:12][C:13](=[O:19])[O:14][C:15]([CH3:16])([CH3:17])[CH3:18])=[CH:6][CH:5]=[C:4]([CH3:20])[N+:3]=1[O-:29].